This data is from Experimentally validated miRNA-target interactions with 360,000+ pairs, plus equal number of negative samples. The task is: Binary Classification. Given a miRNA mature sequence and a target amino acid sequence, predict their likelihood of interaction. (1) The miRNA is hsa-miR-4773 with sequence CAGAACAGGAGCAUAGAAAGGC. The protein sequence of the target gene is MANLSQPSEFVLLGFSSFGELQALLYGPFLMLYLLAFMGNTIIIVMVIADTHLHTPMYFFLGNFSLLEILVTMTAVPRMLSDLLVPHKVITFTGCMVQFYFHFSLGSTSFLILTDMALDRFVAICHPLRYGTLMSRAMCVQLAGAAWAAPFLAMVPTVLSRAHLDYCHGDVINHFFCDNEPLLQLSCSDTRLLEFWDFLMALTFVLSSFLVTLISYGYIVTTVLRIPSASSCQKAFSTCGSHLTLVFIGYSSTIFLYVRPGKAHSVQVRKVVALVTSVLTPFLNPFILTFCNQTVKTVLQ.... Result: 0 (no interaction). (2) The miRNA is mmu-miR-466c-3p with sequence AUACAUACACGCACACAUAAGA. The protein sequence of the target gene is MSTGSLSDVEDLQEVEMLDCDSLKVDSNKEFGTSNESTEEGSNCENGSPQKGRGGLGKRRKAPTKKSPLSGVSQEGKQVQRNAANARERARMRVLSKAFSRLKTTLPWVPPDTKLSKLDTLRLASSYIAHLRQILANDKYENGYIHPVNLTWPFMVAGKPENDLKEVVTANRLCGTTAS. Result: 1 (interaction). (3) The miRNA is mmu-miR-486b-3p with sequence CGGGGCAGCUCAGUACAGGA. The protein sequence of the target gene is MPSKAENLRPSEPAPQPPEGRTLQGQLPGAPPAQRAGSPPDAPGSESPALACSTPATPSGEDPPARAAPIAPRPPARPRLERALSLDDKGWRRRRFRGSQEDLEARNGTSPSRGSVQSEGPGAPAHSCSPPCLSTSLQEIPKSRGVLSSERGSPSSGGNPLSGVASSSPNLPHRDAAVAGSSPRLPSLLPPRPPPALSLDIASDSLRTANKVDSDLADYKLRAQPLLVRAHSSLGPGRPRSPLACDDCSLRSAKSSFSLLAPIRSKDVRSRSYLEGSLLASGALLGADELARYFPDRNVA.... Result: 0 (no interaction). (4) The miRNA is hsa-miR-4425 with sequence UGUUGGGAUUCAGCAGGACCAU. The protein sequence of the target gene is MLLSVTSRPGISTFGYNKNNKKLYVAQQMAPPSPRNSTPNSSGGGGGGSGGNDQLSKTNLYIRGLQPGTTDQDLVKLCQPYGKIVSTKAILDKTTNKCKGYGFVDFDSPSSAQKAVTALKASGVQAQMAKQQEQDPTNLYISNLPLSMDEQELEGMLKPFGQVISTRILRDTSGASRGVGFARMESTEKCEAIITHFNGKYIKTPPGVAAPSDPLLCKFADGGPKKRQSQGRYVQNGRAWPRNGDMGGMALTYDPTAALQNGFYAAPYSIAHSRMLAQSALAPYLPSPVSSYQGSVLTPG.... Result: 0 (no interaction). (5) The miRNA is hsa-miR-1827 with sequence UGAGGCAGUAGAUUGAAU. Result: 1 (interaction). The protein sequence of the target gene is MDDLKYGVYPLKEASGCPGAERNLLVYSYFEKETLTFRDVAIEFSLEEWECLNPAQQNLYMNVMLENYKNLVFLGVAVSKQDPVTCLEQEKEPWNMKRHEMVDEPPAMCSYFTKDLWPEQDIKDSFQQVILRRYGKCEHENLQLRKGSASVDEYKVHKEGYNELNQCLTTTQSKIFPCDKYVKVFHKFLNANRHKTRHTGKKPFKCKKCGKSFCMLLHLSQHKRIHIRENSYQCEECGKAFKWFSTLTRHKRIHTGEKPFKCEECGKAFKQSSTLTTHKIIHTGEKPYRCEECGKAFNRS.... (6) The miRNA is hsa-miR-6504-3p with sequence CAUUACAGCACAGCCAUUCU. The protein sequence of the target gene is MDTFSTKSLALQAQKKLLSKMASKAVVAVLVDDTSSEVLDELYRATREFTRSRKEAQKMLKNLVKVALKLGLLLRGDQLGGEELALLRRFRHRARCLAMTAVSFHQVDFTFDRRVLAAGLLECRDLLHQAVGPHLTAKSHGRINHVFGHLADCDFLAALYGPAEPYRSHLRRICEGLGRMLDEGSL. Result: 1 (interaction).